From a dataset of Full USPTO retrosynthesis dataset with 1.9M reactions from patents (1976-2016). Predict the reactants needed to synthesize the given product. Given the product [F:28][C:29]1[C:34]([C:2]2[N:7]=[C:6]([CH3:8])[N:5]=[C:4]([N:9]([CH2:19][C:20]3[CH:25]=[CH:24][C:23]([O:26][CH3:27])=[CH:22][CH:21]=3)[CH2:10][C:11]3[CH:16]=[CH:15][C:14]([O:17][CH3:18])=[CH:13][CH:12]=3)[N:3]=2)=[CH:33][C:32]([CH:38]([N:40]2[CH2:45][CH2:44][O:43][CH2:42][CH2:41]2)[CH3:39])=[CH:31][N:30]=1, predict the reactants needed to synthesize it. The reactants are: Cl[C:2]1[N:7]=[C:6]([CH3:8])[N:5]=[C:4]([N:9]([CH2:19][C:20]2[CH:25]=[CH:24][C:23]([O:26][CH3:27])=[CH:22][CH:21]=2)[CH2:10][C:11]2[CH:16]=[CH:15][C:14]([O:17][CH3:18])=[CH:13][CH:12]=2)[N:3]=1.[F:28][C:29]1[C:34](B(O)O)=[CH:33][C:32]([CH:38]([N:40]2[CH2:45][CH2:44][O:43][CH2:42][CH2:41]2)[CH3:39])=[CH:31][N:30]=1.C([O-])(=O)C.[K+].O.